The task is: Predict the reactants needed to synthesize the given product.. This data is from Full USPTO retrosynthesis dataset with 1.9M reactions from patents (1976-2016). (1) Given the product [CH2:34]([O:33][C:31](=[O:32])[C:30]([O:26][C:23]1[CH:24]=[CH:25][C:20]([C:16]2[CH:15]=[C:14]([Cl:27])[C:13]([CH2:12][CH:9]3[CH2:10][CH2:11][N:7]([CH:1]4[CH2:6][CH2:5][CH2:4][CH2:3][CH2:2]4)[C:8]3=[O:28])=[C:18]([Cl:19])[CH:17]=2)=[CH:21][CH:22]=1)([CH3:37])[CH3:36])[CH3:35], predict the reactants needed to synthesize it. The reactants are: [CH:1]1([N:7]2[CH2:11][CH2:10][CH:9]([CH2:12][C:13]3[C:18]([Cl:19])=[CH:17][C:16]([C:20]4[CH:25]=[CH:24][C:23]([OH:26])=[CH:22][CH:21]=4)=[CH:15][C:14]=3[Cl:27])[C:8]2=[O:28])[CH2:6][CH2:5][CH2:4][CH2:3][CH2:2]1.Br[C:30]([CH3:37])([CH3:36])[C:31]([O:33][CH2:34][CH3:35])=[O:32].C([O-])([O-])=O.[Cs+].[Cs+]. (2) Given the product [C:1]([O:4][CH2:5][C@H:6]1[CH2:9][C@@H:8]([NH2:10])[CH2:7]1)(=[O:3])[CH3:2], predict the reactants needed to synthesize it. The reactants are: [C:1]([O:4][CH2:5][C@H:6]1[CH2:9][C@@H:8]([NH:10]C(OC(C)(C)C)=O)[CH2:7]1)(=[O:3])[CH3:2].Cl.